From a dataset of Full USPTO retrosynthesis dataset with 1.9M reactions from patents (1976-2016). Predict the reactants needed to synthesize the given product. Given the product [ClH:37].[NH:18]1[CH2:23][CH2:22][CH2:21][C@@H:20]([CH2:24][NH:25][C:26](=[O:35])[O:27][CH2:28][C:29]2[CH:34]=[CH:33][CH:32]=[CH:31][CH:30]=2)[CH2:19]1, predict the reactants needed to synthesize it. The reactants are: OC1C=CC=CC=1C1N=C([N:18]2[CH2:23][CH2:22][CH2:21][C@@H:20]([CH2:24][NH:25][C:26](=[O:35])[O:27][CH2:28][C:29]3[CH:34]=[CH:33][CH:32]=[CH:31][CH:30]=3)[CH2:19]2)C2C(=CC(C)=CC=2)N=1.[ClH:37].O1CCOCC1.